The task is: Predict the product of the given reaction.. This data is from Forward reaction prediction with 1.9M reactions from USPTO patents (1976-2016). (1) Given the reactants [Cl:1][C:2]1[N:3]=[C:4]([N:13]2[CH2:18][CH2:17][O:16][CH2:15][CH2:14]2)[C:5]2[S:10][C:9]([CH:11]=O)=[CH:8][C:6]=2[N:7]=1.[NH:19]1[CH2:24][CH2:23][CH:22]([C:25]([N:27]2[CH2:32][CH2:31][N:30]([C:33]([O:35][C:36]([CH3:39])([CH3:38])[CH3:37])=[O:34])[CH2:29][CH2:28]2)=[O:26])[CH2:21][CH2:20]1.C(OC)(OC)OC.[BH-](OC(C)=O)(OC(C)=O)OC(C)=O.[Na+], predict the reaction product. The product is: [Cl:1][C:2]1[N:3]=[C:4]([N:13]2[CH2:18][CH2:17][O:16][CH2:15][CH2:14]2)[C:5]2[S:10][C:9]([CH2:11][N:19]3[CH2:24][CH2:23][CH:22]([C:25]([N:27]4[CH2:28][CH2:29][N:30]([C:33]([O:35][C:36]([CH3:39])([CH3:38])[CH3:37])=[O:34])[CH2:31][CH2:32]4)=[O:26])[CH2:21][CH2:20]3)=[CH:8][C:6]=2[N:7]=1. (2) Given the reactants [C:1]([C:5]1[NH:6][C:7]([C:11]([O:13][CH2:14][CH3:15])=[O:12])=[C:8](I)[N:9]=1)([CH3:4])([CH3:3])[CH3:2].[C:16]([C:18]1[CH:23]=[CH:22][CH:21]=[CH:20][CH:19]=1)#[CH:17], predict the reaction product. The product is: [C:1]([C:5]1[NH:9][C:8]([C:17]#[C:16][C:18]2[CH:23]=[CH:22][CH:21]=[CH:20][CH:19]=2)=[C:7]([C:11]([O:13][CH2:14][CH3:15])=[O:12])[N:6]=1)([CH3:4])([CH3:3])[CH3:2]. (3) Given the reactants Br[CH2:2][C:3]1[CH:4]=[C:5]([NH:9][C:10]2[N:15]=[C:14]([NH:16][CH2:17][CH2:18][CH2:19][C:20]3[CH:21]=[C:22]([OH:26])[CH:23]=[CH:24][CH:25]=3)[C:13]([Cl:27])=[CH:12][N:11]=2)[CH:6]=[CH:7][CH:8]=1.[OH-].[Na+].Cl, predict the reaction product. The product is: [Cl:27][C:13]1[CH:12]=[N:11][C:10]2=[N:15][C:14]=1[NH:16][CH2:17][CH2:18][CH2:19][C:20]1[CH:21]=[C:22]([O:26][CH2:2][C:3]3[CH:4]=[C:5]([NH:9]2)[CH:6]=[CH:7][CH:8]=3)[CH:23]=[CH:24][CH:25]=1. (4) The product is: [F:1][C:2]1[CH:3]=[CH:4][C:5]([N:8]2[C:16]3[CH:15]=[C:14]4[CH2:17][CH2:18][C@H:19]5[C:24]([C@@:13]4([CH3:30])[CH2:12][C:11]=3[CH:10]=[N:9]2)=[CH:23][CH2:22][C@@H:21]([C:25]([F:27])([F:26])[F:28])[C@@H:20]5[NH:29][C:35](=[O:36])[C:34]2[CH:38]=[CH:39][CH:40]=[C:32]([CH3:31])[CH:33]=2)=[CH:6][CH:7]=1. Given the reactants [F:1][C:2]1[CH:7]=[CH:6][C:5]([N:8]2[C:16]3[CH:15]=[C:14]4[CH2:17][CH2:18][C@H:19]5[C:24]([C@@:13]4([CH3:30])[CH2:12][C:11]=3[CH:10]=[N:9]2)=[CH:23][CH2:22][C@@H:21]([C:25]([F:28])([F:27])[F:26])[C@@H:20]5[NH2:29])=[CH:4][CH:3]=1.[CH3:31][C:32]1[CH:33]=[C:34]([CH:38]=[CH:39][CH:40]=1)[C:35](Cl)=[O:36], predict the reaction product. (5) Given the reactants [Cl:1][C:2]1[C:3](F)=[CH:4][C:5]([F:28])=[C:6]([S:8]([N:11]([CH2:17][C:18]2[CH:23]=[CH:22][C:21]([O:24][CH3:25])=[CH:20][C:19]=2[O:26][CH3:27])[C:12]2[S:13][CH:14]=[N:15][N:16]=2)(=[O:10])=[O:9])[CH:7]=1.[F:30][C:31]1[C:32]([C:44]([F:47])([F:46])[F:45])=[CH:33][C:34]([C:38]2[CH:43]=[CH:42][N:41]=[N:40][CH:39]=2)=[C:35]([OH:37])[CH:36]=1.C(=O)([O-])[O-].[K+].[K+].CS(C)=O, predict the reaction product. The product is: [Cl:1][C:2]1[C:3]([O:37][C:35]2[CH:36]=[C:31]([F:30])[C:32]([C:44]([F:47])([F:45])[F:46])=[CH:33][C:34]=2[C:38]2[CH:43]=[CH:42][N:41]=[N:40][CH:39]=2)=[CH:4][C:5]([F:28])=[C:6]([S:8]([N:11]([CH2:17][C:18]2[CH:23]=[CH:22][C:21]([O:24][CH3:25])=[CH:20][C:19]=2[O:26][CH3:27])[C:12]2[S:13][CH:14]=[N:15][N:16]=2)(=[O:9])=[O:10])[CH:7]=1.